This data is from Reaction yield outcomes from USPTO patents with 853,638 reactions. The task is: Predict the reaction yield, written as a fraction of the theoretical maximum amount of product (1.0 means a 100% yield; for example, 0.34 means a 34% yield). (1) The reactants are C([C:4]1[C:13]([N+:14]([O-:16])=[O:15])=[CH:12][CH:11]=[CH:10][C:5]=1[C:6]([O:8][CH3:9])=[O:7])(O)=O.C1(P(N=[N+]=[N-])(C2C=CC=CC=2)=[O:24])C=CC=CC=1.C([N:36]([CH2:39]C)CC)C.[C:41]([OH:45])([CH3:44])([CH3:43])[CH3:42]. The catalyst is CN(C=O)C. The product is [C:41]([O:45][C:39]([NH:36][C:4]1[C:13]([N+:14]([O-:16])=[O:15])=[CH:12][CH:11]=[CH:10][C:5]=1[C:6]([O:8][CH3:9])=[O:7])=[O:24])([CH3:44])([CH3:43])[CH3:42]. The yield is 0.700. (2) The reactants are Cl[C:2]1[N:7]=[C:6]([Cl:8])[N:5]=[C:4]([NH:9][C:10]2[CH:15]=[CH:14][C:13]([Cl:16])=[CH:12][CH:11]=2)[N:3]=1.[CH2:17]1[O:26][C:25]2[CH:24]=[CH:23][C:21]([NH2:22])=[CH:20][C:19]=2[O:18]1. No catalyst specified. The product is [O:26]1[C:25]2[CH:24]=[CH:23][C:21]([NH:22][C:2]3[N:3]=[C:4]([NH:9][C:10]4[CH:15]=[CH:14][C:13]([Cl:16])=[CH:12][CH:11]=4)[N:5]=[C:6]([Cl:8])[N:7]=3)=[CH:20][C:19]=2[O:18][CH2:17]1. The yield is 0.650. (3) The reactants are [CH3:1][S:2]([NH:5][C:6]1[CH:21]=[CH:20][C:9]2[NH:10][C:11]([CH2:16][C:17](O)=[O:18])=[N:12][S:13](=[O:15])(=[O:14])[C:8]=2[CH:7]=1)(=[O:4])=[O:3].Cl.CN(C)[CH2:25][CH2:26][CH2:27][N:28]=C=NCC.CN1[CH2:40][CH2:39][O:38]CC1.[O-][CH2:42][CH3:43].[Na+].[CH2:45](O)C. The catalyst is CN(C)C=O. The product is [OH:38][C:39]1[C@H:40]2[C@H:27]([C@H:26]3[CH2:25][C@@H:43]2[CH2:42][CH2:45]3)[NH:28][C:17](=[O:18])[C:16]=1[C:11]1[NH:10][C:9]2[CH:20]=[CH:21][C:6]([NH:5][S:2]([CH3:1])(=[O:4])=[O:3])=[CH:7][C:8]=2[S:13](=[O:15])(=[O:14])[N:12]=1. The yield is 0.100. (4) The yield is 0.420. The catalyst is CC([O-])=O.CC([O-])=O.[Pd+2].CO. The reactants are [CH3:1][N:2]([C@@H:4]1[C:22](=[O:23])[C:21]([C:24]([NH2:26])=[O:25])=[C:20]([OH:27])[C@:19]2([OH:28])[C@H:5]1[CH2:6][C@H:7]1[C:16]([C:17]2=[O:18])=[C:15]([OH:29])[C:14]2[C:9](=[C:10](I)[CH:11]=[CH:12][C:13]=2[OH:30])[CH2:8]1)[CH3:3]. The product is [CH3:1][N:2]([C@@H:4]1[C:22](=[O:23])[C:21]([C:24]([NH2:26])=[O:25])=[C:20]([OH:27])[C@:19]2([OH:28])[C@H:5]1[CH2:6][C@H:7]1[C:16]([C:17]2=[O:18])=[C:15]([OH:29])[C:14]2[C:9](=[C:10]([C:4]3[CH:22]=[CH:21][CH:20]=[CH:19][CH:5]=3)[CH:11]=[CH:12][C:13]=2[OH:30])[CH2:8]1)[CH3:3].